Task: Predict the product of the given reaction.. Dataset: Forward reaction prediction with 1.9M reactions from USPTO patents (1976-2016) (1) Given the reactants [I:1][C:2]1[C:3]([CH3:16])=[C:4]([C:8]([OH:15])=[C:9]([C:11]([CH3:14])([CH3:13])[CH3:12])[CH:10]=1)[C:5]([OH:7])=O.[Cl:17][C:18]1[CH:24]=[C:23]([S:25]([C:28]([F:31])([F:30])[F:29])(=[O:27])=[O:26])[CH:22]=[CH:21][C:19]=1[NH2:20], predict the reaction product. The product is: [C:11]([C:9]1[C:8]([OH:15])=[C:4]([C:3]([CH3:16])=[C:2]([I:1])[CH:10]=1)[C:5]([NH:20][C:19]1[CH:21]=[CH:22][C:23]([S:25]([C:28]([F:31])([F:29])[F:30])(=[O:27])=[O:26])=[CH:24][C:18]=1[Cl:17])=[O:7])([CH3:14])([CH3:13])[CH3:12]. (2) Given the reactants [NH2:1][C:2]1[C:7]2=[C:8]([C:17]3[CH:18]=[C:19]([CH:30]=[CH:31][CH:32]=3)[C:20]([NH:22][CH2:23][C:24]3[CH:29]=[CH:28][CH:27]=[CH:26][CH:25]=3)=[O:21])[CH:9]=[C:10]([CH:11]3[CH2:16][CH2:15][NH:14][CH2:13][CH2:12]3)[N:6]2[N:5]=[CH:4][N:3]=1.[CH3:33][N:34]([CH3:39])[CH2:35][C:36](O)=[O:37], predict the reaction product. The product is: [NH2:1][C:2]1[C:7]2=[C:8]([C:17]3[CH:18]=[C:19]([CH:30]=[CH:31][CH:32]=3)[C:20]([NH:22][CH2:23][C:24]3[CH:25]=[CH:26][CH:27]=[CH:28][CH:29]=3)=[O:21])[CH:9]=[C:10]([CH:11]3[CH2:16][CH2:15][N:14]([C:36](=[O:37])[CH2:35][N:34]([CH3:39])[CH3:33])[CH2:13][CH2:12]3)[N:6]2[N:5]=[CH:4][N:3]=1. (3) Given the reactants [F:1][C:2]1[CH:11]=[C:10]2[C:5]([N:6]=[CH:7][C:8](=[O:12])[NH:9]2)=[CH:4][CH:3]=1.F[C:14]1[CH:15]=C2C(=C[CH:23]=1)NC(=O)C=N2.C(=O)([O-])[O-].[K+].[K+].C(I)C=C, predict the reaction product. The product is: [F:1][C:2]1[CH:11]=[C:10]2[C:5]([N:6]=[CH:7][C:8](=[O:12])[N:9]2[CH2:15][CH:14]=[CH2:23])=[CH:4][CH:3]=1.